From a dataset of Forward reaction prediction with 1.9M reactions from USPTO patents (1976-2016). Predict the product of the given reaction. Given the reactants [C:1](=O)([S:3][CH2:4][C:5]1[CH:10]=[CH:9][CH:8]=[CH:7][C:6]=1[C:11]1[CH:16]=[C:15]([F:17])[C:14]([C:18]2[CH:23]=[N:22][C:21]([NH2:24])=[CH:20][N:19]=2)=[CH:13][CH:12]=1)[CH3:2].C1C=CC(P(C2C=CC=CC=2)C2C=CC=CC=2)=CC=1.[C:45]([O-])([O-:47])=[O:46].[K+].[K+].BrCC, predict the reaction product. The product is: [CH:45]([OH:47])=[O:46].[CH2:1]([S:3][CH2:4][C:5]1[CH:10]=[CH:9][CH:8]=[CH:7][C:6]=1[C:11]1[CH:12]=[CH:13][C:14]([C:18]2[N:19]=[CH:20][C:21]([NH2:24])=[N:22][CH:23]=2)=[C:15]([F:17])[CH:16]=1)[CH3:2].